From a dataset of Full USPTO retrosynthesis dataset with 1.9M reactions from patents (1976-2016). Predict the reactants needed to synthesize the given product. (1) Given the product [Cl:1][C:2]1[CH:7]=[C:6]([N+:8]([O-:10])=[O:9])[C:5]([CH3:11])=[CH:4][C:3]=1[N:13]1[CH2:18][CH2:17][O:16][CH2:15][CH2:14]1, predict the reactants needed to synthesize it. The reactants are: [Cl:1][C:2]1[CH:7]=[C:6]([N+:8]([O-:10])=[O:9])[C:5]([CH3:11])=[CH:4][C:3]=1Cl.[NH:13]1[CH2:18][CH2:17][O:16][CH2:15][CH2:14]1.C(OCCOCC)C. (2) Given the product [NH2:23][C:14]1[C:13]2[N:12]=[C:11]([CH2:24][CH2:25][CH2:26][CH3:27])[N:10]([CH2:9][CH2:8][CH2:7][CH2:6][CH2:5][CH2:4][CH2:3][CH2:2][NH:1][S:29]([CH3:28])(=[O:31])=[O:30])[C:22]=2[C:21]2[CH:20]=[CH:19][CH:18]=[CH:17][C:16]=2[N:15]=1, predict the reactants needed to synthesize it. The reactants are: [NH2:1][CH2:2][CH2:3][CH2:4][CH2:5][CH2:6][CH2:7][CH2:8][CH2:9][N:10]1[C:22]2[C:21]3[CH:20]=[CH:19][CH:18]=[CH:17][C:16]=3[N:15]=[C:14]([NH2:23])[C:13]=2[N:12]=[C:11]1[CH2:24][CH2:25][CH2:26][CH3:27].[CH3:28][S:29](Cl)(=[O:31])=[O:30].